Dataset: Full USPTO retrosynthesis dataset with 1.9M reactions from patents (1976-2016). Task: Predict the reactants needed to synthesize the given product. (1) The reactants are: [S:1]([C:4]1[S:8][C:7]([NH2:9])=[N:6][CH:5]=1)C#N.C(S)[C@@H](O)[C@@H](O)CS.[CH2:18]([O:20][C:21](=[O:26])[C:22](Br)([CH3:24])[CH3:23])[CH3:19].C([O-])([O-])=O.[K+].[K+]. Given the product [CH2:18]([O:20][C:21](=[O:26])[C:22]([S:1][C:4]1[S:8][C:7]([NH2:9])=[N:6][CH:5]=1)([CH3:24])[CH3:23])[CH3:19], predict the reactants needed to synthesize it. (2) Given the product [CH3:1][C:2]1[C:10]([C:11]2[S:15][C:14]([C:16]([NH2:27])=[O:17])=[C:13]([C:19]3[CH:20]=[CH:21][CH:22]=[CH:23][CH:24]=3)[CH:12]=2)=[C:5]2[CH:6]=[CH:7][CH:8]=[CH:9][N:4]2[N:3]=1, predict the reactants needed to synthesize it. The reactants are: [CH3:1][C:2]1[C:10]([C:11]2[S:15][C:14]([C:16](O)=[O:17])=[C:13]([C:19]3[CH:24]=[CH:23][CH:22]=[CH:21][CH:20]=3)[CH:12]=2)=[C:5]2[CH:6]=[CH:7][CH:8]=[CH:9][N:4]2[N:3]=1.CC[N:27]=C=NCCCN(C)C.C1C=CC2N(O)N=NC=2C=1.[Cl-].[NH4+]. (3) Given the product [C:29]1([C:42]2[CH:47]=[CH:46][CH:45]=[CH:44][CH:43]=2)[CH:34]=[CH:33][CH:32]=[CH:31][C:30]=1[CH2:35][N:36]1[CH2:37][CH2:38][N:39]([C:2]2[S:3][CH:4]=[C:5]([CH2:7][N:8]3[C:12]4[CH:13]=[CH:14][CH:15]=[CH:16][C:11]=4[N:10]([CH2:17][CH2:18][CH2:19][O:20][C:21]4[CH:26]=[CH:25][C:24]([F:27])=[CH:23][CH:22]=4)[C:9]3=[NH:28])[N:6]=2)[CH2:40][CH2:41]1, predict the reactants needed to synthesize it. The reactants are: Cl[C:2]1[S:3][CH:4]=[C:5]([CH2:7][N:8]2[C:12]3[CH:13]=[CH:14][CH:15]=[CH:16][C:11]=3[N:10]([CH2:17][CH2:18][CH2:19][O:20][C:21]3[CH:26]=[CH:25][C:24]([F:27])=[CH:23][CH:22]=3)[C:9]2=[NH:28])[N:6]=1.[C:29]1([C:42]2[CH:47]=[CH:46][CH:45]=[CH:44][CH:43]=2)[CH:34]=[CH:33][CH:32]=[CH:31][C:30]=1[CH2:35][N:36]1[CH2:41][CH2:40][NH:39][CH2:38][CH2:37]1.C([O-])([O-])=O.[K+].[K+]. (4) The reactants are: [C:1]1(=[O:7])[CH2:6][CH2:5][CH2:4][CH2:3][CH2:2]1.II.[CH2:10](O)[CH2:11][OH:12]. Given the product [O:7]1[C:1]2([CH2:6][CH2:5][CH2:4][CH2:3][CH2:2]2)[O:12][CH2:11][CH2:10]1, predict the reactants needed to synthesize it. (5) The reactants are: [Cl:1][C:2]1[N:3]=[CH:4][NH:5][C:6]=1[Cl:7].[OH-].[K+].Cl.Cl[CH2:12][C:13]1[CH:22]=[CH:21][C:20]2[C:15](=[CH:16][CH:17]=[CH:18][CH:19]=2)[N:14]=1. Given the product [N:14]1[C:15]2[C:20](=[CH:19][CH:18]=[CH:17][CH:16]=2)[CH:21]=[CH:22][C:13]=1[CH2:12][N:3]1[C:2]([Cl:1])=[C:6]([Cl:7])[N:5]=[CH:4]1, predict the reactants needed to synthesize it.